This data is from Reaction yield outcomes from USPTO patents with 853,638 reactions. The task is: Predict the reaction yield, written as a fraction of the theoretical maximum amount of product (1.0 means a 100% yield; for example, 0.34 means a 34% yield). (1) The reactants are [OH:1][CH:2]1[CH2:5][O:4][CH2:3]1.CC([O-])(C)C.[K+].Cl[C:13]1[C:18]([C:19]([NH:21][CH2:22][C:23]2[CH:28]=[CH:27][CH:26]=[C:25]([F:29])[CH:24]=2)=[O:20])=[C:17]([CH3:30])[CH:16]=[C:15]([N:31]2[CH2:36][CH2:35][O:34][CH2:33][CH2:32]2)[N:14]=1.O. The catalyst is C1COCC1. The product is [F:29][C:25]1[CH:24]=[C:23]([CH2:22][NH:21][C:19]([C:18]2[C:13]([O:1][CH:2]3[CH2:5][O:4][CH2:3]3)=[N:14][C:15]([N:31]3[CH2:36][CH2:35][O:34][CH2:33][CH2:32]3)=[CH:16][C:17]=2[CH3:30])=[O:20])[CH:28]=[CH:27][CH:26]=1. The yield is 0.840. (2) The reactants are [Cl:1][C:2]1[CH:7]=[CH:6][C:5](B(O)O)=[CH:4][C:3]=1[C:11]([F:14])([F:13])[F:12].[F:15][C:16]1[CH:17]=[C:18]([CH:28]([NH:30][C:31]([C:33]2[N:34]=[C:35](Cl)[O:36][CH:37]=2)=[O:32])[CH3:29])[CH:19]=[C:20]([F:27])[C:21]=1[NH:22][S:23]([CH3:26])(=[O:25])=[O:24].C([O-])([O-])=O.[Cs+].[Cs+]. The catalyst is Cl[Pd](Cl)([P](C1C=CC=CC=1)(C1C=CC=CC=1)C1C=CC=CC=1)[P](C1C=CC=CC=1)(C1C=CC=CC=1)C1C=CC=CC=1. The product is [F:27][C:20]1[CH:19]=[C:18]([CH:28]([NH:30][C:31]([C:33]2[N:34]=[C:35]([C:5]3[CH:6]=[CH:7][C:2]([Cl:1])=[C:3]([C:11]([F:14])([F:13])[F:12])[CH:4]=3)[O:36][CH:37]=2)=[O:32])[CH3:29])[CH:17]=[C:16]([F:15])[C:21]=1[NH:22][S:23]([CH3:26])(=[O:25])=[O:24]. The yield is 0.250. (3) No catalyst specified. The reactants are [NH:1]1[C:5]2[CH:6]=[CH:7][CH:8]=[C:9]([N:10]3[C:14]4=[N:15][CH:16]=[N:17][C:18]([NH:19][NH2:20])=[C:13]4[CH:12]=[N:11]3)[C:4]=2[N:3]=[CH:2]1.[F:21][C:22]1[CH:29]=[CH:28][C:25]([CH:26]=O)=[CH:24][CH:23]=1.COC1N=C(N2C3=NC=NC(NN=CC4C=CN=CC=4)=C3C=N2)C=CC=1. The yield is 0.340. The product is [NH:1]1[C:5]2[CH:6]=[CH:7][CH:8]=[C:9]([N:10]3[C:14]4=[N:15][CH:16]=[N:17][C:18]([NH:19][N:20]=[CH:26][C:25]5[CH:28]=[CH:29][C:22]([F:21])=[CH:23][CH:24]=5)=[C:13]4[CH:12]=[N:11]3)[C:4]=2[N:3]=[CH:2]1. (4) The reactants are [CH3:1][N:2]1[C:6]([NH2:7])=[CH:5][C:4]([C:8]([F:11])([F:10])[F:9])=[N:3]1.Cl[C:13]([O:15][C:16]1[CH:21]=[CH:20][CH:19]=[CH:18][CH:17]=1)=[O:14]. No catalyst specified. The product is [CH3:1][N:2]1[C:6]([NH:7][C:13](=[O:14])[O:15][C:16]2[CH:21]=[CH:20][CH:19]=[CH:18][CH:17]=2)=[CH:5][C:4]([C:8]([F:9])([F:10])[F:11])=[N:3]1. The yield is 0.260. (5) The reactants are C([N:5]1[C:10](=[O:11])[C:9]([Cl:12])=[C:8]([O:13][CH2:14][C:15]2[CH:20]=[CH:19][C:18]([CH2:21][O:22][CH2:23][CH2:24][OH:25])=[CH:17][CH:16]=2)[CH:7]=[N:6]1)(C)(C)C.[C:26]1([CH3:36])[CH:31]=[CH:30][C:29]([S:32](Cl)(=[O:34])=[O:33])=[CH:28][CH:27]=1.[CH2:37](N(CC)CC)C.CCC[CH2:47][CH2:48][CH3:49]. The catalyst is ClCCl.C(OCC)(=O)C. The product is [C:48]([CH:14]([O:13][C:8]1[CH:7]=[N:6][NH:5][C:10](=[O:11])[C:9]=1[Cl:12])[C:15]1[CH:16]=[CH:17][C:18]([CH2:21][O:22][CH2:23][CH2:24][O:25][S:32]([C:29]2[CH:30]=[CH:31][C:26]([CH3:36])=[CH:27][CH:28]=2)(=[O:34])=[O:33])=[CH:19][CH:20]=1)([CH3:47])([CH3:49])[CH3:37]. The yield is 0.770. (6) The reactants are [CH2:1]([O:8][C:9]1[CH:14]=[CH:13][C:12]([C:15]2[CH:16]=[N:17][C:18]3[N:19]([N:22]=[CH:23][C:24]=3[C:25]#[N:26])[C:20]=2Cl)=[CH:11][CH:10]=1)[C:2]1[CH:7]=[CH:6][CH:5]=[CH:4][CH:3]=1.C(=O)([O-])[O-].[K+].[K+].[NH:33]1[CH2:38][CH2:37][O:36][CH2:35][CH2:34]1. The catalyst is CN(C)C=O.C(OCC)(=O)C. The product is [CH2:1]([O:8][C:9]1[CH:14]=[CH:13][C:12]([C:15]2[CH:16]=[N:17][C:18]3[N:19]([N:22]=[CH:23][C:24]=3[C:25]#[N:26])[C:20]=2[N:33]2[CH2:38][CH2:37][O:36][CH2:35][CH2:34]2)=[CH:11][CH:10]=1)[C:2]1[CH:7]=[CH:6][CH:5]=[CH:4][CH:3]=1. The yield is 0.900.